This data is from Forward reaction prediction with 1.9M reactions from USPTO patents (1976-2016). The task is: Predict the product of the given reaction. Given the reactants C([O:8][C:9]1[C:17]2[N:16]=[C:15]([CH3:18])[N:14]([CH3:19])[C:13]=2[CH:12]=[CH:11][CH:10]=1)C1C=CC=CC=1, predict the reaction product. The product is: [CH3:19][N:14]1[C:13]2[CH2:12][CH2:11][CH2:10][C:9](=[O:8])[C:17]=2[N:16]=[C:15]1[CH3:18].